From a dataset of Forward reaction prediction with 1.9M reactions from USPTO patents (1976-2016). Predict the product of the given reaction. (1) Given the reactants [C:1]([O:5][C:6](=[O:15])[NH:7][C@H:8]1[CH2:13][CH2:12][C@@H:11]([NH2:14])[CH2:10][CH2:9]1)([CH3:4])([CH3:3])[CH3:2].[CH3:16][O:17][C:18]1[CH:25]=[CH:24][C:23]([C:26]2[CH:31]=[CH:30][N:29]=[CH:28][CH:27]=2)=[CH:22][C:19]=1[CH:20]=O.CC(O)=O.C(O[BH-](OC(=O)C)OC(=O)C)(=O)C.[Na+], predict the reaction product. The product is: [C:1]([O:5][C:6](=[O:15])[NH:7][CH:8]1[CH2:9][CH2:10][CH:11]([NH:14][CH2:20][C:19]2[CH:22]=[C:23]([C:26]3[CH:27]=[CH:28][N:29]=[CH:30][CH:31]=3)[CH:24]=[CH:25][C:18]=2[O:17][CH3:16])[CH2:12][CH2:13]1)([CH3:4])([CH3:2])[CH3:3]. (2) Given the reactants C[C:2](C)=[CH:3][C:4]([NH2:6])=[O:5].CC12CC3(N)CC(CC(C)(C3)C1)C2.[C:21]([O:25][CH2:26][C:27]1C=CC=CC=1)(=O)[CH:22]=C.C[C@@]12C(C(C([O-])=O)=C)C[C@H](C1(C)C)CC2.C(OC1CCCCC1)(=O)C=C.C(OC12CC3CC(CC(C3)C1)C2)(=O)C=C, predict the reaction product. The product is: [C:4]([N:6]1[CH2:27][CH2:26][O:25][CH2:21][CH2:22]1)(=[O:5])[CH:3]=[CH2:2]. (3) Given the reactants [Cl:1][C:2]1[N:7]=[C:6]([NH:8][C@@H:9]2[C@@H:14]3[CH2:15][C@@H:11]([CH:12]=[CH:13]3)[C@@H:10]2[C:16]([NH2:18])=[O:17])[C:5]([Cl:19])=[CH:4][N:3]=1.[NH2:20][C:21]1[CH:22]=[CH:23][C:24]2[CH2:30][CH2:29][C@H:28]([NH:31][C:32](=[O:34])[CH3:33])[CH2:27][C:26](=[O:35])[C:25]=2[C:36]=1[O:37][CH3:38], predict the reaction product. The product is: [ClH:1].[C:32]([NH:31][C@@H:28]1[CH2:27][C:26](=[O:35])[C:25]2[C:36]([O:37][CH3:38])=[C:21]([NH:20][C:2]3[N:7]=[C:6]([NH:8][C@@H:9]4[C@@H:14]5[CH2:15][C@@H:11]([CH:12]=[CH:13]5)[C@@H:10]4[C:16]([NH2:18])=[O:17])[C:5]([Cl:19])=[CH:4][N:3]=3)[CH:22]=[CH:23][C:24]=2[CH2:30][CH2:29]1)(=[O:34])[CH3:33]. (4) Given the reactants [F:1][C:2]1[C:7]([F:8])=[C:6]([N+:9]([O-:11])=[O:10])[CH:5]=[CH:4][C:3]=1[CH:12](C(OCC)=O)[C:13]([O:15]CC)=[O:14].FC1C(F)=CC=C([N+]([O-])=O)C=1C(C(OCC)=O)C(OCC)=O.Cl, predict the reaction product. The product is: [F:1][C:2]1[C:7]([F:8])=[C:6]([N+:9]([O-:11])=[O:10])[CH:5]=[CH:4][C:3]=1[CH2:12][C:13]([OH:15])=[O:14]. (5) Given the reactants [CH3:1][NH2:2].[CH:3]([C:5]1[N:9]([CH3:10])[CH:8]=[N:7][C:6]=1[C:11]1[CH:12]=[CH:13][C:14]([CH3:34])=[C:15]([NH:17][C:18](=[O:33])[C:19]2[CH:24]=[CH:23][C:22]([O:25][CH2:26][C:27]3[CH:32]=[CH:31][CH:30]=[CH:29][N:28]=3)=[CH:21][CH:20]=2)[CH:16]=1)=O.C(O)(=O)C.C(O[BH-](OC(=O)C)OC(=O)C)(=O)C.[Na+], predict the reaction product. The product is: [CH3:34][C:14]1[CH:13]=[CH:12][C:11]([C:6]2[N:7]=[CH:8][N:9]([CH3:10])[C:5]=2[CH2:3][NH:2][CH3:1])=[CH:16][C:15]=1[NH:17][C:18](=[O:33])[C:19]1[CH:20]=[CH:21][C:22]([O:25][CH2:26][C:27]2[CH:32]=[CH:31][CH:30]=[CH:29][N:28]=2)=[CH:23][CH:24]=1. (6) Given the reactants [CH3:1][C:2]1[CH:7]=[C:6]([CH3:8])[NH:5][C:4](=[O:9])[C:3]=1[CH2:10][NH:11][C:12]([C:14]1[C:15]2[CH:24]=[N:23][N:22]([CH:25]([CH3:27])[CH3:26])[C:16]=2[N:17]=[C:18]([CH:20]=[O:21])[CH:19]=1)=[O:13].[OH:28]OS([O-])=O.[K+].O.CO.C(Cl)Cl, predict the reaction product. The product is: [CH3:1][C:2]1[CH:7]=[C:6]([CH3:8])[NH:5][C:4](=[O:9])[C:3]=1[CH2:10][NH:11][C:12]([C:14]1[CH:19]=[C:18]([C:20]([OH:28])=[O:21])[N:17]=[C:16]2[N:22]([CH:25]([CH3:27])[CH3:26])[N:23]=[CH:24][C:15]=12)=[O:13]. (7) Given the reactants [NH2:1][C:2]1[CH:7]=[CH:6][CH:5]=[C:4]([O:8][CH3:9])[C:3]=1[C:10](=[O:12])[CH3:11].[CH3:13][Mg]Br.CCOCC, predict the reaction product. The product is: [NH2:1][C:2]1[CH:7]=[CH:6][CH:5]=[C:4]([O:8][CH3:9])[C:3]=1[C:10]([OH:12])([CH3:13])[CH3:11]. (8) Given the reactants [CH2:1]1[CH:9]2[N:4]([CH2:5][CH2:6][CH:7]([C:10]3[C:18]4[C:13](=[CH:14][CH:15]=[N:16][CH:17]=4)[NH:12][CH:11]=3)[CH2:8]2)[CH2:3][CH2:2]1.[C:19]1([S:29](Cl)(=[O:31])=[O:30])[C:28]2[C:23](=[CH:24][CH:25]=[CH:26][CH:27]=2)[CH:22]=[CH:21][CH:20]=1.C[Si]([N-][Si](C)(C)C)(C)C.[Na+], predict the reaction product. The product is: [CH2:1]1[CH:9]2[N:4]([CH2:5][CH2:6][CH:7]([C:10]3[C:18]4[C:17](=[N:16][CH:15]=[CH:14][CH:13]=4)[N:12]([S:29]([C:19]4[C:28]5[C:23](=[CH:24][CH:25]=[CH:26][CH:27]=5)[CH:22]=[CH:21][CH:20]=4)(=[O:31])=[O:30])[CH:11]=3)[CH2:8]2)[CH2:3][CH2:2]1. (9) Given the reactants [I:1][C:2]1[CH:3]=[C:4]([OH:8])[CH:5]=[CH:6][CH:7]=1.[C:9]([O:13][C:14]([N:16]1[CH2:21][CH2:20][CH:19](O)[CH2:18][CH2:17]1)=[O:15])([CH3:12])([CH3:11])[CH3:10].C1(P(C2C=CC=CC=2)C2C=CC=CC=2)C=CC=CC=1.N(C(OCC)=O)=NC(OCC)=O, predict the reaction product. The product is: [C:9]([O:13][C:14]([N:16]1[CH2:21][CH2:20][CH:19]([O:8][C:4]2[CH:5]=[CH:6][CH:7]=[C:2]([I:1])[CH:3]=2)[CH2:18][CH2:17]1)=[O:15])([CH3:12])([CH3:10])[CH3:11].